From a dataset of Reaction yield outcomes from USPTO patents with 853,638 reactions. Predict the reaction yield, written as a fraction of the theoretical maximum amount of product (1.0 means a 100% yield; for example, 0.34 means a 34% yield). The reactants are [S-:1][C:2]#[N:3].[Na+].[F:5][C:6]1[CH:11]=[CH:10][C:9]([CH2:12][C:13](Cl)=[O:14])=[CH:8][CH:7]=1.[F:16][C:17]1[CH:18]=[C:19]([NH2:33])[CH:20]=[CH:21][C:22]=1[O:23][C:24]1[C:29]2=[CH:30][CH:31]=[CH:32][N:28]2[N:27]=[CH:26][N:25]=1. The catalyst is C(OCC)(=O)C.ClCCl. The product is [F:16][C:17]1[CH:18]=[C:19]([NH:33][C:2]([NH:3][C:13](=[O:14])[CH2:12][C:9]2[CH:10]=[CH:11][C:6]([F:5])=[CH:7][CH:8]=2)=[S:1])[CH:20]=[CH:21][C:22]=1[O:23][C:24]1[C:29]2=[CH:30][CH:31]=[CH:32][N:28]2[N:27]=[CH:26][N:25]=1. The yield is 0.830.